This data is from Catalyst prediction with 721,799 reactions and 888 catalyst types from USPTO. The task is: Predict which catalyst facilitates the given reaction. Reactant: C([O:3][C:4](=[O:36])[C@H:5]([CH3:35])[CH2:6][C@H:7]([NH:21][C:22](=[O:34])[CH2:23][CH2:24][C:25]1[N:29](CCC#N)[N:28]=[N:27][N:26]=1)[CH2:8][C:9]1[CH:14]=[CH:13][C:12]([C:15]2[CH:20]=[CH:19][CH:18]=[CH:17][CH:16]=2)=[CH:11][CH:10]=1)C.C1CCN2C(=NCCC2)CC1. Product: [C:12]1([C:15]2[CH:20]=[CH:19][CH:18]=[CH:17][CH:16]=2)[CH:13]=[CH:14][C:9]([CH2:8][C@@H:7]([NH:21][C:22](=[O:34])[CH2:23][CH2:24][C:25]2[NH:29][N:28]=[N:27][N:26]=2)[CH2:6][C@@H:5]([CH3:35])[C:4]([OH:36])=[O:3])=[CH:10][CH:11]=1. The catalyst class is: 4.